Dataset: Experimental lipophilicity measurements (octanol/water distribution) for 4,200 compounds from AstraZeneca. Task: Regression/Classification. Given a drug SMILES string, predict its absorption, distribution, metabolism, or excretion properties. Task type varies by dataset: regression for continuous measurements (e.g., permeability, clearance, half-life) or binary classification for categorical outcomes (e.g., BBB penetration, CYP inhibition). For this dataset (lipophilicity_astrazeneca), we predict Y. (1) The compound is CC(C)Cc1ccc([C@@H](C)C(=O)NS(C)(=O)=O)cc1. The Y is 0.510 logD. (2) The compound is Cc1ncc(-c2ccnc(Nc3ccc(N4CCN(C(=O)CO)CC4)cc3)n2)n1C(C)C. The Y is 1.69 logD.